From a dataset of Forward reaction prediction with 1.9M reactions from USPTO patents (1976-2016). Predict the product of the given reaction. (1) Given the reactants [F:1][C:2]1[CH:7]=[CH:6][CH:5]=[C:4]([N:8]2[CH2:13][CH2:12][NH:11][CH2:10][CH2:9]2)[C:3]=1[C:14](=[O:16])[CH3:15].[O:17]=[C:18]1[NH:27][C:26]2[N:25]=[C:24]([O:28][CH2:29][CH2:30][CH2:31][CH:32]=O)[CH:23]=[CH:22][C:21]=2[CH:20]=[CH:19]1, predict the reaction product. The product is: [C:14]([C:3]1[C:2]([F:1])=[CH:7][CH:6]=[CH:5][C:4]=1[N:8]1[CH2:13][CH2:12][N:11]([CH2:32][CH2:31][CH2:30][CH2:29][O:28][C:24]2[N:25]=[C:26]3[C:21]([CH:20]=[CH:19][C:18](=[O:17])[NH:27]3)=[CH:22][CH:23]=2)[CH2:10][CH2:9]1)(=[O:16])[CH3:15]. (2) Given the reactants [NH2:1][C:2]1[CH:3]=[CH:4][C:5]([O:11][CH:12]([C:19]2[CH:24]=[CH:23][CH:22]=[CH:21][CH:20]=2)[C:13]2[CH:18]=[CH:17][CH:16]=[CH:15][CH:14]=2)=[C:6]([C:8](=[O:10])[CH3:9])[CH:7]=1.[CH3:25][O:26][C:27]1[CH:28]=[C:29]([N:35]=[C:36]=[O:37])[CH:30]=[CH:31][C:32]=1[O:33][CH3:34], predict the reaction product. The product is: [C:8]([C:6]1[CH:7]=[C:2]([NH:1][C:36]([NH:35][C:29]2[CH:30]=[CH:31][C:32]([O:33][CH3:34])=[C:27]([O:26][CH3:25])[CH:28]=2)=[O:37])[CH:3]=[CH:4][C:5]=1[O:11][CH:12]([C:13]1[CH:18]=[CH:17][CH:16]=[CH:15][CH:14]=1)[C:19]1[CH:20]=[CH:21][CH:22]=[CH:23][CH:24]=1)(=[O:10])[CH3:9]. (3) Given the reactants C[Si]([N-][Si](C)(C)C)(C)C.[Na+].O1CCCC1.[Cl:16][C:17]1[CH:25]=[C:24]([C:26]#[C:27][CH:28]([O:30][CH3:31])[CH3:29])[C:20]2[O:21][CH2:22][O:23][C:19]=2[C:18]=1[NH2:32].Cl[C:34]1[C:43]2[C:38](=[CH:39][C:40]([O:46][CH3:47])=[C:41]([O:44][CH3:45])[CH:42]=2)[N:37]=[CH:36][N:35]=1, predict the reaction product. The product is: [Cl:16][C:17]1[CH:25]=[C:24]([C:26]#[C:27][CH:28]([O:30][CH3:31])[CH3:29])[C:20]2[O:21][CH2:22][O:23][C:19]=2[C:18]=1[NH:32][C:34]1[C:43]2[C:38](=[CH:39][C:40]([O:46][CH3:47])=[C:41]([O:44][CH3:45])[CH:42]=2)[N:37]=[CH:36][N:35]=1. (4) The product is: [F:22][CH:2]([F:1])[C:3]1[N:8]=[C:7]([NH:9][C@H:10]2[C:18]3[C:13](=[CH:14][CH:15]=[C:16]([CH3:19])[CH:17]=3)[CH2:12][C@@H:11]2[CH3:20])[N:6]=[C:5]([NH:21][C:23](=[O:26])[CH2:24][CH3:25])[N:4]=1. Given the reactants [F:1][CH:2]([F:22])[C:3]1[N:8]=[C:7]([NH:9][C@H:10]2[C:18]3[C:13](=[CH:14][CH:15]=[C:16]([CH3:19])[CH:17]=3)[CH2:12][C@@H:11]2[CH3:20])[N:6]=[C:5]([NH2:21])[N:4]=1.[C:23](O[C:23](=[O:26])[CH2:24][CH3:25])(=[O:26])[CH2:24][CH3:25], predict the reaction product. (5) Given the reactants [F:1][C:2]([F:17])([F:16])[C:3]1[CH:15]=[CH:14][C:6]([CH2:7][N:8]2[CH2:13][CH2:12][NH:11][CH2:10][CH2:9]2)=[CH:5][CH:4]=1.[O:18]=[C:19]1[C:24]([C:31]2[CH:36]=[CH:35][CH:34]=[CH:33][CH:32]=2)([C:25]2[CH:30]=[CH:29][CH:28]=[CH:27][CH:26]=2)[CH2:23][CH2:22][CH2:21][N:20]1[CH2:37][C:38](O)=[O:39].Cl.C(N=C=NCCCN(C)C)C, predict the reaction product. The product is: [O:39]=[C:38]([N:11]1[CH2:12][CH2:13][N:8]([CH2:7][C:6]2[CH:14]=[CH:15][C:3]([C:2]([F:1])([F:16])[F:17])=[CH:4][CH:5]=2)[CH2:9][CH2:10]1)[CH2:37][N:20]1[CH2:21][CH2:22][CH2:23][C:24]([C:31]2[CH:36]=[CH:35][CH:34]=[CH:33][CH:32]=2)([C:25]2[CH:30]=[CH:29][CH:28]=[CH:27][CH:26]=2)[C:19]1=[O:18]. (6) The product is: [CH2:18]([S:20]([N:23]1[CH2:24][CH2:25][N:26]([CH2:2][C:3]2[N:7]([C:8]3[CH:13]=[CH:12][CH:11]=[C:10]([C:14]([F:17])([F:16])[F:15])[CH:9]=3)[N:6]=[N:5][N:4]=2)[CH2:27][CH2:28]1)(=[O:22])=[O:21])[CH3:19]. Given the reactants Cl[CH2:2][C:3]1[N:7]([C:8]2[CH:13]=[CH:12][CH:11]=[C:10]([C:14]([F:17])([F:16])[F:15])[CH:9]=2)[N:6]=[N:5][N:4]=1.[CH2:18]([S:20]([N:23]1[CH2:28][CH2:27][NH:26][CH2:25][CH2:24]1)(=[O:22])=[O:21])[CH3:19].C(N(CC)CC)C, predict the reaction product.